This data is from Forward reaction prediction with 1.9M reactions from USPTO patents (1976-2016). The task is: Predict the product of the given reaction. (1) Given the reactants Cl[C:2]1[N:7]=[CH:6][CH:5]=[CH:4][N:3]=1.[NH:8]1[CH2:13][CH:12]=[C:11]([C:14]([OH:16])=[O:15])[CH2:10][CH2:9]1, predict the reaction product. The product is: [N:3]1[CH:4]=[CH:5][CH:6]=[N:7][C:2]=1[N:8]1[CH2:9][CH:10]=[C:11]([C:14]([OH:16])=[O:15])[CH2:12][CH2:13]1. (2) Given the reactants [CH3:1][C:2]1[C:7]([CH3:8])=[CH:6][C:5]([NH2:9])=[C:4]([NH2:10])[CH:3]=1.C(O[C:14]([S-])=[S:15])C.[K+], predict the reaction product. The product is: [CH3:1][C:2]1[C:7]([CH3:8])=[CH:6][C:5]2[N:9]=[C:14]([SH:15])[NH:10][C:4]=2[CH:3]=1. (3) Given the reactants [CH:1]1[C:10]2[C:5](=[CH:6][CH:7]=[CH:8][CH:9]=2)[CH:4]=[CH:3][C:2]=1[C:11](Cl)=[O:12].[NH2:14][CH2:15][CH2:16][CH2:17][CH2:18][OH:19], predict the reaction product. The product is: [OH:19][CH2:18][CH2:17][CH2:16][CH2:15][NH:14][C:11]([C:2]1[CH:3]=[CH:4][C:5]2[C:10](=[CH:9][CH:8]=[CH:7][CH:6]=2)[CH:1]=1)=[O:12].